Dataset: Forward reaction prediction with 1.9M reactions from USPTO patents (1976-2016). Task: Predict the product of the given reaction. (1) Given the reactants [OH:1][C:2]1[CH:14]=[C:13]([OH:15])[CH:12]=[C:11]2[C:3]=1[C:4](=[O:16])[CH2:5][C:6]1([O:10]2)[CH2:9][CH2:8][CH2:7]1.C(=O)([O-])[O-].[K+].[K+].[F:23][C:24]([F:43])([F:42])[S:25](N([S:25]([C:24]([F:43])([F:42])[F:23])(=[O:27])=[O:26])C1C=CC=CC=1)(=[O:27])=[O:26].[Cl-].[NH4+], predict the reaction product. The product is: [F:23][C:24]([F:43])([F:42])[S:25]([O:15][C:13]1[CH:12]=[C:11]2[C:3]([C:4](=[O:16])[CH2:5][C:6]3([O:10]2)[CH2:9][CH2:8][CH2:7]3)=[C:2]([OH:1])[CH:14]=1)(=[O:27])=[O:26]. (2) Given the reactants [Br:1][C:2]1[CH:7]=[CH:6][C:5]([C:8]2([NH:11][C:12]([C:14]3[C:22]4[C:17](=[N:18][CH:19]=[C:20]([C:23]5[C:31]6[C:26](=[CH:27][C:28]([F:32])=[CH:29][CH:30]=6)[N:25]([CH3:33])[N:24]=5)[N:21]=4)[N:16](COCC[Si](C)(C)C)[CH:15]=3)=[O:13])[CH2:10][CH2:9]2)=[CH:4][CH:3]=1.CCCC[N+](CCCC)(CCCC)CCCC.[F-].CC(=O)OCC.C(=O)(O)[O-].[Na+], predict the reaction product. The product is: [Br:1][C:2]1[CH:7]=[CH:6][C:5]([C:8]2([NH:11][C:12]([C:14]3[C:22]4[C:17](=[N:18][CH:19]=[C:20]([C:23]5[C:31]6[C:26](=[CH:27][C:28]([F:32])=[CH:29][CH:30]=6)[N:25]([CH3:33])[N:24]=5)[N:21]=4)[NH:16][CH:15]=3)=[O:13])[CH2:10][CH2:9]2)=[CH:4][CH:3]=1. (3) Given the reactants C([N:5]([CH2:10]CCC)CCCC)CCC.N(C(=O)/[CH:18]=[CH:19]/[C:20]1[S:21][CH:22]=[CH:23][CH:24]=1)=[N+]=[N-].C1([O:32]C2C=CC=CC=2)C=CC=CC=1, predict the reaction product. The product is: [S:21]1[C:20]2[CH:19]=[CH:18][N:5]=[C:10]([OH:32])[C:24]=2[CH:23]=[CH:22]1. (4) Given the reactants CN(C=O)C.[C:6]([C:10]1[CH:11]=[C:12]([OH:16])[CH:13]=[CH:14][CH:15]=1)([CH3:9])([CH3:8])[CH3:7].Cl[C:18]1[C:23]([CH3:24])=[CH:22][C:21]([N+:25]([O-:27])=[O:26])=[CH:20][N:19]=1.C(=O)([O-])[O-].[K+].[K+], predict the reaction product. The product is: [C:6]([C:10]1[CH:11]=[C:12]([CH:13]=[CH:14][CH:15]=1)[O:16][C:18]1[C:23]([CH3:24])=[CH:22][C:21]([N+:25]([O-:27])=[O:26])=[CH:20][N:19]=1)([CH3:9])([CH3:7])[CH3:8]. (5) Given the reactants [NH2:1][CH2:2][C@H:3]([OH:15])[CH2:4][N:5]1[CH2:14][CH2:13][C:12]2[C:7](=[CH:8][CH:9]=[CH:10][CH:11]=2)[CH2:6]1.[C:16](O)(=[O:23])[C:17]1[CH:22]=[CH:21][CH:20]=[CH:19][CH:18]=1.CN(C(ON1N=NC2C=CC=NC1=2)=[N+](C)C)C.F[P-](F)(F)(F)(F)F, predict the reaction product. The product is: [CH2:6]1[C:7]2[C:12](=[CH:11][CH:10]=[CH:9][CH:8]=2)[CH2:13][CH2:14][N:5]1[CH2:4][C@@H:3]([OH:15])[CH2:2][NH:1][C:16](=[O:23])[C:17]1[CH:22]=[CH:21][CH:20]=[CH:19][CH:18]=1. (6) Given the reactants [NH:1]1[C:5]2[CH:6]=[CH:7][CH:8]=[CH:9][C:4]=2[N:3]=[C:2]1[C:10]([C:12]1[CH:17]=[CH:16][C:15]([O:18][C:19]2[C:24](Cl)=[N:23][CH:22]=[CH:21][N:20]=2)=[CH:14][CH:13]=1)=[O:11].[F:26][C:27]1([F:42])[CH2:32][CH2:31][C:30](B2OC(C)(C)C(C)(C)O2)=[CH:29][CH2:28]1.C(=O)([O-])[O-].[Na+].[Na+], predict the reaction product. The product is: [NH:1]1[C:5]2[CH:6]=[CH:7][CH:8]=[CH:9][C:4]=2[N:3]=[C:2]1[C:10]([C:12]1[CH:17]=[CH:16][C:15]([O:18][C:19]2[C:24]([C:30]3[CH2:31][CH2:32][C:27]([F:42])([F:26])[CH2:28][CH:29]=3)=[N:23][CH:22]=[CH:21][N:20]=2)=[CH:14][CH:13]=1)=[O:11]. (7) Given the reactants Cl.Cl.[CH3:3][NH:4][NH:5][CH3:6].C(=O)([O-])[O-].[K+].[K+].[Br:13][C:14]1[CH:15]=[C:16]([C:26]2[O:31][C:30](=[O:32])[C:29]3[CH:33]=[C:34]([Cl:38])[CH:35]=[C:36]([CH3:37])[C:28]=3[N:27]=2)[N:17]([C:19]2[C:24]([Cl:25])=[CH:23][CH:22]=[CH:21][N:20]=2)[CH:18]=1, predict the reaction product. The product is: [Br:13][C:14]1[CH:15]=[C:16]([C:26]([NH:27][C:28]2[C:36]([CH3:37])=[CH:35][C:34]([Cl:38])=[CH:33][C:29]=2[C:30]([N:4]([CH3:3])[NH:5][CH3:6])=[O:32])=[O:31])[N:17]([C:19]2[C:24]([Cl:25])=[CH:23][CH:22]=[CH:21][N:20]=2)[CH:18]=1. (8) Given the reactants [Cl:1][C:2]1[N:7]=[C:6](Cl)[CH:5]=[CH:4][N:3]=1.[NH2:9][C@@H:10]1[CH2:15][CH2:14][CH2:13][N:12]([C:16]([O:18][C:19]([CH3:22])([CH3:21])[CH3:20])=[O:17])[CH2:11]1.O, predict the reaction product. The product is: [Cl:1][C:2]1[N:7]=[C:6]([NH:9][C@@H:10]2[CH2:15][CH2:14][CH2:13][N:12]([C:16]([O:18][C:19]([CH3:22])([CH3:21])[CH3:20])=[O:17])[CH2:11]2)[CH:5]=[CH:4][N:3]=1. (9) Given the reactants Cl[CH2:2][CH2:3][CH2:4][CH2:5][CH2:6][N:7]1[C:15]2[C:10](=[CH:11][CH:12]=[CH:13][CH:14]=2)[C:9]2[CH2:16][CH2:17][O:18][C:19]3[CH:24]=[CH:23][CH:22]=[CH:21][C:20]=3[C:8]1=2.[NH:25]1[CH2:30][CH2:29][CH2:28][CH2:27][CH2:26]1.[CH3:31]N(C=O)C, predict the reaction product. The product is: [N:25]1([CH2:31][CH2:2][CH2:3][CH2:4][CH2:5][CH2:6][N:7]2[C:15]3[C:10](=[CH:11][CH:12]=[CH:13][CH:14]=3)[C:9]3[CH2:16][CH2:17][O:18][C:19]4[CH:24]=[CH:23][CH:22]=[CH:21][C:20]=4[C:8]2=3)[CH2:30][CH2:29][CH2:28][CH2:27][CH2:26]1. (10) The product is: [CH3:24][C:17]1([CH3:23])[CH2:16][C:15]2[S:14][C:13]3[C:12](=[O:25])[N:11]([C:6]4[CH:7]=[C:8]([F:10])[CH:9]=[C:2]([C:31]5[CH:30]=[C:29]([NH:42][C:43]6[CH:48]=[CH:47][C:46]([N:49]7[CH2:54][CH2:53][N:52]([CH:55]8[CH2:56][O:57][CH2:58]8)[CH2:51][C@@H:50]7[CH3:59])=[CH:45][N:44]=6)[C:28](=[O:60])[N:27]([CH3:26])[CH:32]=5)[C:3]=4[CH:4]=[O:5])[N:22]=[CH:21][C:20]=3[C:19]=2[CH2:18]1. Given the reactants Br[C:2]1[CH:9]=[C:8]([F:10])[CH:7]=[C:6]([N:11]2[N:22]=[CH:21][C:20]3[C:19]4[CH2:18][C:17]([CH3:24])([CH3:23])[CH2:16][C:15]=4[S:14][C:13]=3[C:12]2=[O:25])[C:3]=1[CH:4]=[O:5].[CH3:26][N:27]1[CH:32]=[C:31](B2OC(C)(C)C(C)(C)O2)[CH:30]=[C:29]([NH:42][C:43]2[CH:48]=[CH:47][C:46]([N:49]3[CH2:54][CH2:53][N:52]([CH:55]4[CH2:58][O:57][CH2:56]4)[CH2:51][C@@H:50]3[CH3:59])=[CH:45][N:44]=2)[C:28]1=[O:60].[O-]P([O-])([O-])=O.[K+].[K+].[K+], predict the reaction product.